This data is from Reaction yield outcomes from USPTO patents with 853,638 reactions. The task is: Predict the reaction yield, written as a fraction of the theoretical maximum amount of product (1.0 means a 100% yield; for example, 0.34 means a 34% yield). (1) The reactants are C1COCC1.I[C:7]1[CH:12]=[CH:11][C:10]([N+:13]([O-:15])=[O:14])=[CH:9][CH:8]=1.[C:16]([O:20][C:21](=[O:27])[NH:22][CH2:23][CH2:24][C:25]#[CH:26])([CH3:19])([CH3:18])[CH3:17]. The catalyst is [Cu]I.Cl[Pd](Cl)([P](C1C=CC=CC=1)(C1C=CC=CC=1)C1C=CC=CC=1)[P](C1C=CC=CC=1)(C1C=CC=CC=1)C1C=CC=CC=1.C(N(CC)CC)C. The product is [C:16]([O:20][C:21](=[O:27])[NH:22][CH2:23][CH2:24][C:25]#[C:26][C:7]1[CH:12]=[CH:11][C:10]([N+:13]([O-:15])=[O:14])=[CH:9][CH:8]=1)([CH3:19])([CH3:18])[CH3:17]. The yield is 0.890. (2) The product is [O:29]=[C:24]1[NH:25][C:26](=[O:28])/[C:27](=[CH:1]\[C:3]2[CH:22]=[CH:21][C:6]([O:7][CH2:8][CH2:9][O:10][C:11]3[CH:20]=[CH:19][C:14]([C:15]([O:17][CH3:18])=[O:16])=[CH:13][CH:12]=3)=[CH:5][CH:4]=2)/[S:23]1. The catalyst is C1(C)C=CC=CC=1. The yield is 0.920. The reactants are [CH:1]([C:3]1[CH:22]=[CH:21][C:6]([O:7][CH2:8][CH2:9][O:10][C:11]2[CH:20]=[CH:19][C:14]([C:15]([O:17][CH3:18])=[O:16])=[CH:13][CH:12]=2)=[CH:5][CH:4]=1)=O.[S:23]1[CH2:27][C:26](=[O:28])[NH:25][C:24]1=[O:29].C(O)(=O)C1C=CC=CC=1.N1CCCCC1.